From a dataset of Peptide-MHC class II binding affinity with 134,281 pairs from IEDB. Regression. Given a peptide amino acid sequence and an MHC pseudo amino acid sequence, predict their binding affinity value. This is MHC class II binding data. (1) The peptide sequence is NHFFNHHKVMLLGHD. The MHC is HLA-DQA10301-DQB10302 with pseudo-sequence HLA-DQA10301-DQB10302. The binding affinity (normalized) is 0.0468. (2) The peptide sequence is KDKWIALKESWGAIW. The MHC is DRB3_0202 with pseudo-sequence DRB3_0202. The binding affinity (normalized) is 0.115. (3) The binding affinity (normalized) is 0.106. The peptide sequence is IRYPLTFGWCFKLVPVDPREVEEA. The MHC is HLA-DPA10201-DPB11401 with pseudo-sequence HLA-DPA10201-DPB11401. (4) The peptide sequence is IKHIYAISSAALSAS. The MHC is DRB1_0301 with pseudo-sequence DRB1_0301. The binding affinity (normalized) is 0.266.